The task is: Binary Classification. Given a miRNA mature sequence and a target amino acid sequence, predict their likelihood of interaction.. This data is from Experimentally validated miRNA-target interactions with 360,000+ pairs, plus equal number of negative samples. (1) The miRNA is hsa-miR-6801-3p with sequence ACCCCUGCCACUCACUGGCC. The protein sequence of the target gene is MSKTFLRPKVSSTKVTDWVDPSFDDFLECSGVSTITATSLGVNNSSHRRKNGPSTLESSRFPARKRGNLSSLEQIYGLENSKEYLSENEPWVDKYKPETQHELAVHKKKIEEVETWLKAQVLERQPKQGGSILLITGPPGCGKTTTLKILSKEHGIQVQEWINPVLPDFQKDDFKGMFNTESSFHMFPYQSQIAVFKEFLLRATKYNKLQMLGDDLRTDKKIILVEDLPNQFYRDSHTLHEVLRKYVRIGRCPLIFIISDSLSGDNNQRLLFPKEIQEECSISNISFNPVAPTIMMKFLN.... Result: 0 (no interaction). (2) The miRNA is hsa-miR-296-5p with sequence AGGGCCCCCCCUCAAUCCUGU. The protein sequence of the target gene is MAFWTQLMLLLWKNFMYRRRQPVQLLVELLWPLFLFFILVAVRHSHPPLEHHECHFPNKPLPSAGTVPWLQGLICNVNNTCFPQLTPGEEPGRLSNFNDSLVSRLLADARTVLGGASAHRTLAGLGKLIATLRAARSTAQPQPTKQSPLEPPMLDVAELLTSLLRTESLGLALGQAQEPLHSLLEAAEDLAQELLALRSLVELRALLQRPRGTSGPLELLSEALCSVRGPSSTVGPSLNWYEASDLMELVGQEPESALPDSSLSPACSELIGALDSHPLSRLLWRRLKPLILGKLLFAPD.... Result: 0 (no interaction). (3) The miRNA is mmu-miR-141-5p with sequence CAUCUUCCAGUGCAGUGUUGGA. The protein sequence of the target gene is MQRAWILLTLGLMACVSAETRTELTSDKDMYLDNSSIEEASGVYPIDDDDYSSASGSGADEDIESPVLTTSQLIPRIPLTSAASPKVETMTLKTQSITPAQTESPEETDKEEVDISEAEEKLGPAIKSTDVYTEKHSDNLFKRTEVLAAVIAGGVIGFLFAIFLILLLVYRMRKKDEGSYDLGERKPSSAAYQKAPTKEFYA. Result: 1 (interaction). (4) The protein sequence of the target gene is MQVASATPAATVRKAAAGDELSEFFALTPDLLEVANASGNASLQLQDLWWELGLELPDGAAPGHPPGGGGAESTDTEARVRILISAVYWVVCALGLAGNLLVLYLMKSKQGWRKSSINLFVTNLALTDFQFVLTLPFWAVENALDFKWPFGKAMCKIVSMVTSMNMYASVFFLTAMSVARYHSVASALKSHRTRGRGRGDCCGQSLRESCCFSAKVLCGLIWASAALASLPNAIFSTTIRVLGEELCLMHFPDKLLGWDRQFWLGLYHLQKVLLGFLLPLSIISLCYLLLVRFISDRRVV.... Result: 0 (no interaction). The miRNA is rno-miR-485-5p with sequence AGAGGCUGGCCGUGAUGAAUUC.